Predict the reaction yield, written as a fraction of the theoretical maximum amount of product (1.0 means a 100% yield; for example, 0.34 means a 34% yield). From a dataset of Reaction yield outcomes from USPTO patents with 853,638 reactions. (1) The reactants are Cl[Si](C)(C)C.[F:6][C:7]1[CH:12]=[CH:11][C:10]([CH:13]([N:15]2[CH2:20][CH2:19][CH2:18][CH2:17][C:16]2=[O:21])[CH3:14])=[CH:9][CH:8]=1.CN(C)CCN(C)C.[I:30]I.S([O-])([O-])(=O)=S.[Na+].[Na+]. The catalyst is C1(C)C=CC=CC=1. The product is [F:6][C:7]1[CH:8]=[CH:9][C:10]([CH:13]([N:15]2[CH2:20][CH2:19][CH2:18][CH:17]([I:30])[C:16]2=[O:21])[CH3:14])=[CH:11][CH:12]=1. The yield is 0.960. (2) The reactants are [N+:1]([C:4]1[CH:17]=[CH:16][C:7]([CH:8]=[C:9]2[S:13][C:12](=[O:14])[NH:11][C:10]2=[O:15])=[CH:6][CH:5]=1)([O-:3])=[O:2].CN(C)C=O.[H-].[Na+].I[CH2:26][CH3:27]. The catalyst is O. The product is [CH2:26]([N:11]1[C:10](=[O:15])[C:9](=[CH:8][C:7]2[CH:16]=[CH:17][C:4]([N+:1]([O-:3])=[O:2])=[CH:5][CH:6]=2)[S:13][C:12]1=[O:14])[CH3:27]. The yield is 0.980. (3) The yield is 0.950. The product is [F:15][C:14]1[CH:13]=[C:12]([OH:16])[CH:11]=[C:10]([F:34])[C:9]=1[CH:5]([O:6][CH2:7][CH3:8])[C:4]([OH:35])=[O:3]. The catalyst is O. The reactants are C([O:3][C:4](=[O:35])[CH:5]([C:9]1[C:14]([F:15])=[CH:13][C:12]([O:16][Si](C(C)(C)C)(C2C=CC=CC=2)C2C=CC=CC=2)=[CH:11][C:10]=1[F:34])[O:6][CH2:7][CH3:8])C.C1COCC1.CO.O[Li].O. (4) The reactants are [NH2:1][C:2]1([C:8]#[N:9])[CH2:7][CH2:6][CH2:5][CH2:4][CH2:3]1.[ClH:10]. The catalyst is C(O)C.[Pt]=O. The product is [ClH:10].[ClH:10].[NH2:9][CH2:8][C:2]1([NH2:1])[CH2:7][CH2:6][CH2:5][CH2:4][CH2:3]1. The yield is 0.890. (5) The reactants are C1C=CC(P(C2C=CC=CC=2)C2C=CC=CC=2)=CC=1.[C:20]([CH2:22][CH2:23][NH:24][C:25]([C:27]1[C:32]([NH:33][C:34]2[CH:39]=[CH:38][C:37]([Br:40])=[CH:36][C:35]=2[F:41])=[C:31]([CH3:42])[C:30](=[O:43])[N:29]([CH3:44])[CH:28]=1)=O)#[N:21].CC(OC(/N=N/C(OC(C)C)=O)=O)C.[Si]([N:63]=[N+:64]=[N-:65])(C)(C)C. The catalyst is CC#N.C(OCC)(=O)C. The product is [Br:40][C:37]1[CH:38]=[CH:39][C:34]([NH:33][C:32]2[C:27]([C:25]3[N:24]([CH2:23][CH2:22][C:20]#[N:21])[N:65]=[N:64][N:63]=3)=[CH:28][N:29]([CH3:44])[C:30](=[O:43])[C:31]=2[CH3:42])=[C:35]([F:41])[CH:36]=1. The yield is 0.610. (6) The reactants are CO[C:3]([C:5]1[NH:6][C:7]2[CH:8]=[C:9]([NH:19][C:20]([O:22][C:23]([CH3:26])([CH3:25])[CH3:24])=[O:21])[CH:10]=[C:11]3[C:17](=[O:18])[NH:16][N:15]=[CH:14][C:13]=1[C:12]=23)=O.[N:27]1[CH:32]=[CH:31]C(B(O)O)=[CH:29][CH:28]=1.C(=O)([O-])[O-].[Na+].[Na+]. The catalyst is CN(C)C=O.C1C=CC(P(C2C=CC=CC=2)[C-]2C=CC=C2)=CC=1.C1C=CC(P(C2C=CC=CC=2)[C-]2C=CC=C2)=CC=1.Cl[Pd]Cl.[Fe+2]. The product is [O:18]=[C:17]1[C:11]2[C:12]3[C:13](=[C:5]([C:3]4[CH:31]=[CH:32][N:27]=[CH:28][CH:29]=4)[NH:6][C:7]=3[CH:8]=[C:9]([NH:19][C:20](=[O:21])[O:22][C:23]([CH3:25])([CH3:26])[CH3:24])[CH:10]=2)[CH:14]=[N:15][NH:16]1. The yield is 0.820. (7) The reactants are [CH2:1]([N:8]([CH3:20])[C:9](=[O:19])[C:10]1[CH:15]=[CH:14][CH:13]=[C:12]([N+:16]([O-])=O)[CH:11]=1)[C:2]1[CH:7]=[CH:6][CH:5]=[CH:4][CH:3]=1. The yield is 0.950. The product is [NH2:16][C:12]1[CH:11]=[C:10]([CH:15]=[CH:14][CH:13]=1)[C:9]([N:8]([CH2:1][C:2]1[CH:3]=[CH:4][CH:5]=[CH:6][CH:7]=1)[CH3:20])=[O:19]. The catalyst is C(OCC)(=O)C.